Dataset: Forward reaction prediction with 1.9M reactions from USPTO patents (1976-2016). Task: Predict the product of the given reaction. (1) Given the reactants Br[C:2]1[N:3]([C:26]2[CH:27]=[N:28][N:29]([CH2:31][CH2:32][CH3:33])[CH:30]=2)[C:4]2[C:9]([C:10]=1[S:11][C:12]1[C:13]([F:23])=[C:14]([CH:20]=[CH:21][CH:22]=1)[C:15]([O:17][CH2:18][CH3:19])=[O:16])=[CH:8][CH:7]=[C:6]([Cl:24])[C:5]=2[F:25].[CH:34]1(B(O)O)[CH2:36][CH2:35]1.CC([O-])=O.[K+], predict the reaction product. The product is: [Cl:24][C:6]1[C:5]([F:25])=[C:4]2[C:9]([C:10]([S:11][C:12]3[C:13]([F:23])=[C:14]([CH:20]=[CH:21][CH:22]=3)[C:15]([O:17][CH2:18][CH3:19])=[O:16])=[C:2]([CH:34]3[CH2:36][CH2:35]3)[N:3]2[C:26]2[CH:27]=[N:28][N:29]([CH2:31][CH2:32][CH3:33])[CH:30]=2)=[CH:8][CH:7]=1. (2) Given the reactants C1N=CN(C(N2C=NC=C2)=O)C=1.[CH2:13]([O:15][P:16]([CH2:21][C:22]([OH:24])=O)([O:18][CH2:19][CH3:20])=[O:17])[CH3:14].[Cl:25][C:26]1[CH:27]=[C:28]([NH:40][C:41]2[C:42]3[CH:50]=[C:49]([NH2:51])[N:48]=[CH:47][C:43]=3[N:44]=[CH:45][N:46]=2)[CH:29]=[CH:30][C:31]=1[O:32][CH2:33][C:34]1[CH:39]=[CH:38][CH:37]=[CH:36][N:35]=1.CC(N(C)C)=O, predict the reaction product. The product is: [Cl:25][C:26]1[CH:27]=[C:28]([NH:40][C:41]2[C:42]3[CH:50]=[C:49]([NH:51][C:22](=[O:24])[CH2:21][P:16](=[O:17])([O:15][CH2:13][CH3:14])[O:18][CH2:19][CH3:20])[N:48]=[CH:47][C:43]=3[N:44]=[CH:45][N:46]=2)[CH:29]=[CH:30][C:31]=1[O:32][CH2:33][C:34]1[CH:39]=[CH:38][CH:37]=[CH:36][N:35]=1. (3) Given the reactants [F:1][C:2]([C:5]1[CH:9]=[C:8]([NH2:10])[O:7][N:6]=1)([CH3:4])[CH3:3].C([O-])([O-])=O.[K+].[K+].[C:17](Cl)(=[O:25])[O:18][C:19]1[CH:24]=[CH:23][CH:22]=[CH:21][CH:20]=1.O, predict the reaction product. The product is: [F:1][C:2]([C:5]1[CH:9]=[C:8]([NH:10][C:17](=[O:25])[O:18][C:19]2[CH:24]=[CH:23][CH:22]=[CH:21][CH:20]=2)[O:7][N:6]=1)([CH3:4])[CH3:3]. (4) The product is: [C:1]([O:5][C:6]([N:8]([CH2:31][CH2:32][C:33]1[CH:38]=[CH:37][CH:36]=[CH:35][N:34]=1)[C:9]1[CH:10]=[CH:11][C:12]([NH:13][C:14]([C:16]2[CH:21]=[CH:20][CH:19]=[CH:18][C:17]=2[C:22]2[CH:27]=[CH:26][C:25]([O:28][CH2:46][C:47]([O:49][CH2:50][CH3:51])=[O:48])=[CH:24][CH:23]=2)=[O:15])=[CH:29][CH:30]=1)=[O:7])([CH3:4])([CH3:2])[CH3:3]. Given the reactants [C:1]([O:5][C:6]([N:8]([CH2:31][CH2:32][C:33]1[CH:38]=[CH:37][CH:36]=[CH:35][N:34]=1)[C:9]1[CH:30]=[CH:29][C:12]([NH:13][C:14]([C:16]2[CH:21]=[CH:20][CH:19]=[CH:18][C:17]=2[C:22]2[CH:27]=[CH:26][C:25]([OH:28])=[CH:24][CH:23]=2)=[O:15])=[CH:11][CH:10]=1)=[O:7])([CH3:4])([CH3:3])[CH3:2].C(=O)([O-])[O-].[K+].[K+].Br[CH2:46][C:47]([O:49][CH2:50][CH3:51])=[O:48].[Cl-].[NH4+], predict the reaction product. (5) Given the reactants [CH:1]1([C:4]2[CH:5]=[C:6]([CH3:25])[C:7]([N:10]3[CH2:15][CH2:14][N:13]([C:16]([C:18]4[CH:23]=[CH:22][C:21](I)=[CH:20][CH:19]=4)=[O:17])[CH2:12][CH2:11]3)=[N:8][CH:9]=2)[CH2:3][CH2:2]1.[CH3:26][C:27]1([CH3:33])[O:31][C:30](=[O:32])[N:29]=[CH:28]1, predict the reaction product. The product is: [CH:1]1([C:4]2[CH:5]=[C:6]([CH3:25])[C:7]([N:10]3[CH2:15][CH2:14][N:13]([C:16]([C:18]4[CH:23]=[CH:22][C:21]([N:29]5[CH2:28][C:27]([CH3:33])([CH3:26])[O:31][C:30]5=[O:32])=[CH:20][CH:19]=4)=[O:17])[CH2:12][CH2:11]3)=[N:8][CH:9]=2)[CH2:3][CH2:2]1. (6) Given the reactants Br[C:2]1[CH:3]=[CH:4][C:5]([CH3:16])=[C:6]([S:8]([NH:11][C:12]([CH3:15])([CH3:14])[CH3:13])(=[O:10])=[O:9])[CH:7]=1.[B:17]1([B:17]2[O:21][C:20]([CH3:23])([CH3:22])[C:19]([CH3:25])([CH3:24])[O:18]2)[O:21][C:20]([CH3:23])([CH3:22])[C:19]([CH3:25])([CH3:24])[O:18]1.C([O-])(=O)C.[K+], predict the reaction product. The product is: [C:12]([NH:11][S:8]([C:6]1[CH:7]=[C:2]([B:17]2[O:21][C:20]([CH3:23])([CH3:22])[C:19]([CH3:25])([CH3:24])[O:18]2)[CH:3]=[CH:4][C:5]=1[CH3:16])(=[O:10])=[O:9])([CH3:15])([CH3:14])[CH3:13]. (7) The product is: [F:14][C:15]1[CH:20]=[CH:19][C:18]([S:21][CH:2]2[CH2:7][CH2:6][CH:5]([C:8]([O:10][CH2:11][CH3:12])=[O:9])[CH2:4][C:3]2=[O:13])=[CH:17][CH:16]=1. Given the reactants Br[CH:2]1[CH2:7][CH2:6][CH:5]([C:8]([O:10][CH2:11][CH3:12])=[O:9])[CH2:4][C:3]1=[O:13].[F:14][C:15]1[CH:20]=[CH:19][C:18]([SH:21])=[CH:17][CH:16]=1.[OH-].[K+], predict the reaction product.